Dataset: Catalyst prediction with 721,799 reactions and 888 catalyst types from USPTO. Task: Predict which catalyst facilitates the given reaction. (1) Reactant: [CH2:1]([OH:6])[CH2:2][CH2:3][CH:4]=[CH2:5].N1C=CC=CC=1.[C:13]1([S:19](Cl)(=[O:21])=[O:20])[CH:18]=[CH:17][CH:16]=[CH:15][CH:14]=1. Product: [CH2:1]([O:6][S:19]([C:13]1[CH:18]=[CH:17][CH:16]=[CH:15][CH:14]=1)(=[O:21])=[O:20])[CH2:2][CH2:3][CH:4]=[CH2:5]. The catalyst class is: 2. (2) Reactant: [CH3:1][CH:2]([CH3:31])[C@H:3]([NH:23]C(OC(C)(C)C)=O)[CH2:4][NH:5][C:6](=[O:22])[C@@H:7]([NH:11][C:12]([O:14][CH2:15][C:16]1[CH:21]=[CH:20][CH:19]=[CH:18][CH:17]=1)=[O:13])[CH:8]([CH3:10])[CH3:9].C(OC(=O)C)C.Cl. Product: [NH2:23][C@@H:3]([CH:2]([CH3:31])[CH3:1])[CH2:4][NH:5][C:6](=[O:22])[C@@H:7]([NH:11][C:12]([O:14][CH2:15][C:16]1[CH:17]=[CH:18][CH:19]=[CH:20][CH:21]=1)=[O:13])[CH:8]([CH3:10])[CH3:9]. The catalyst class is: 13. (3) Reactant: [F:1][C:2]1[CH:3]=[C:4]([C:14](=[CH2:25])[C:15]([O:17]CC2C=CC=CC=2)=[O:16])[CH:5]=[CH:6][C:7]=1[CH2:8][O:9][CH2:10][CH2:11][O:12][CH3:13]. Product: [F:1][C:2]1[CH:3]=[C:4]([CH:14]([CH3:25])[C:15]([OH:17])=[O:16])[CH:5]=[CH:6][C:7]=1[CH2:8][O:9][CH2:10][CH2:11][O:12][CH3:13]. The catalyst class is: 19. (4) Reactant: [CH3:1][C:2]([N+:8]([O-:10])=[O:9])([CH3:7])[CH2:3][CH2:4][CH2:5][I:6].[CH3:11][P:12]([CH3:14])[CH3:13].C1COCC1. Product: [I-:6].[CH3:11][P+:12]([CH3:14])([CH3:13])[CH2:5][CH2:4][CH2:3][C:2]([CH3:7])([N+:8]([O-:10])=[O:9])[CH3:1]. The catalyst class is: 131.